This data is from Catalyst prediction with 721,799 reactions and 888 catalyst types from USPTO. The task is: Predict which catalyst facilitates the given reaction. (1) Reactant: [F:1][C:2]([F:22])([F:21])[C:3]([N:5]1[CH2:11][CH:10]([CH:12]([CH3:14])[CH3:13])[C:9]2[CH:15]=[C:16]([Br:20])[C:17]([OH:19])=[CH:18][C:8]=2[CH2:7][CH2:6]1)=[O:4].[C:23](N=P(N(C)C)(N(C)C)N(C)C)(C)([CH3:25])[CH3:24].[Br-]. The catalyst class is: 646. Product: [F:22][C:2]([F:1])([F:21])[C:3]([N:5]1[CH2:11][CH:10]([CH:12]([CH3:14])[CH3:13])[C:9]2[CH:15]=[C:16]([Br:20])[C:17]([O:19][CH2:25][CH:23]=[CH2:24])=[CH:18][C:8]=2[CH2:7][CH2:6]1)=[O:4]. (2) Reactant: [CH3:1][C:2]1[CH:3]=[C:4]([C:33]2[CH:38]=[CH:37][CH:36]=[C:35]([C:39](O)=[O:40])[CH:34]=2)[CH:5]=[CH:6][C:7]=1[O:8][C@@H:9]1[C@:14]([O:16]C(=O)C)([CH3:15])[C@@H:13]([O:20]C(=O)C)[C@H:12]([O:24]C(=O)C)[C@@H:11]([CH2:28][O:29]C(=O)C)[O:10]1.[NH2:42][CH2:43][CH2:44][O:45][CH2:46][CH2:47][O:48][CH2:49][CH2:50][NH:51][C:52](=[O:58])[O:53][C:54]([CH3:57])([CH3:56])[CH3:55].CN(C(ON1N=NC2C=CC=NC1=2)=[N+](C)C)C.F[P-](F)(F)(F)(F)F.CCN(C(C)C)C(C)C.C[O-].[Na+].CO. Product: [CH3:1][C:2]1[CH:3]=[C:4]([C:33]2[CH:34]=[C:35]([CH:36]=[CH:37][CH:38]=2)[C:39]([NH:42][CH2:43][CH2:44][O:45][CH2:46][CH2:47][O:48][CH2:49][CH2:50][NH:51][C:52](=[O:58])[O:53][C:54]([CH3:55])([CH3:57])[CH3:56])=[O:40])[CH:5]=[CH:6][C:7]=1[O:8][C@@H:9]1[C@:14]([OH:16])([CH3:15])[C@@H:13]([OH:20])[C@H:12]([OH:24])[C@@H:11]([CH2:28][OH:29])[O:10]1. The catalyst class is: 31.